Predict which catalyst facilitates the given reaction. From a dataset of Catalyst prediction with 721,799 reactions and 888 catalyst types from USPTO. (1) Reactant: C([O:3][C:4](=[O:33])[CH2:5][N:6]([S:19]([C:22]1[CH:27]=[CH:26][C:25]([O:28][CH2:29][CH2:30][CH:31]=[CH2:32])=[CH:24][CH:23]=1)(=[O:21])=[O:20])[CH2:7][C:8]1[CH:13]=[CH:12][C:11]([N:14]2[CH:18]=[N:17][CH:16]=[N:15]2)=[CH:10][CH:9]=1)C.O.[OH-].[Li+].O.Cl. Product: [CH2:29]([O:28][C:25]1[CH:24]=[CH:23][C:22]([S:19]([N:6]([CH2:5][C:4]([OH:33])=[O:3])[CH2:7][C:8]2[CH:13]=[CH:12][C:11]([N:14]3[CH:18]=[N:17][CH:16]=[N:15]3)=[CH:10][CH:9]=2)(=[O:21])=[O:20])=[CH:27][CH:26]=1)[CH2:30][CH:31]=[CH2:32]. The catalyst class is: 36. (2) Reactant: [CH2:1]([C:4]1[CH:19]=[CH:18][C:7]([O:8][C:9]2[C:10]([N+:15]([O-])=O)=[N:11][CH:12]=[CH:13][CH:14]=2)=[C:6]([O:20][CH3:21])[CH:5]=1)[CH2:2][CH3:3].C.O.NN. Product: [CH3:21][O:20][C:6]1[CH:5]=[C:4]([CH2:1][CH2:2][CH3:3])[CH:19]=[CH:18][C:7]=1[O:8][C:9]1[C:10]([NH2:15])=[N:11][CH:12]=[CH:13][CH:14]=1. The catalyst class is: 5. (3) Reactant: Cl[C:2]1[C:7](C)=[C:6](N2CCN(C3C(C(F)(F)F)=CC=CN=3)CC2)[N:5]=[C:4]([N:25]2[CH2:30][CH2:29][O:28][CH2:27][CH2:26]2)[N:3]=1.ClC1C=C(B(O)[OH:40])C=CC=1F.[C:42](=[O:45])([O-])[O-].[K+].[K+]. Product: [CH3:6][C:7]1[C:42]([OH:45])=[N:5][C:4]([N:25]2[CH2:30][CH2:29][O:28][CH2:27][CH2:26]2)=[N:3][C:2]=1[OH:40]. The catalyst class is: 109. (4) Reactant: [Si:1]([O:8][CH2:9][CH:10]([C:19]1([NH2:22])[CH2:21][CH2:20]1)[CH2:11][C:12]1[CH:17]=[CH:16][C:15]([Cl:18])=[CH:14][CH:13]=1)([C:4]([CH3:7])([CH3:6])[CH3:5])([CH3:3])[CH3:2].[CH3:23][C:24]([O:27][C:28](O[C:28]([O:27][C:24]([CH3:26])([CH3:25])[CH3:23])=[O:29])=[O:29])([CH3:26])[CH3:25].C(N(CC)CC)C. Product: [Si:1]([O:8][CH2:9][CH:10]([C:19]1([NH:22][C:28](=[O:29])[O:27][C:24]([CH3:26])([CH3:25])[CH3:23])[CH2:20][CH2:21]1)[CH2:11][C:12]1[CH:17]=[CH:16][C:15]([Cl:18])=[CH:14][CH:13]=1)([C:4]([CH3:7])([CH3:6])[CH3:5])([CH3:3])[CH3:2]. The catalyst class is: 230. (5) Reactant: [CH3:1][C:2](=[O:7])[CH2:3][C:4](=[O:6])[CH3:5].[H-].[Na+].[CH2:10]([O:12][C:13](=[O:16])[CH2:14]Br)[CH3:11]. Product: [CH2:10]([O:12][C:13](=[O:16])[CH2:14][CH:3]([C:2](=[O:7])[CH3:1])[C:4](=[O:6])[CH3:5])[CH3:11]. The catalyst class is: 7. (6) Reactant: C([O:3][C:4](=O)[CH2:5][N:6]1[CH:10]=[C:9]([C@H:11]([NH:24][C:25](=[O:37])[CH2:26][C:27]2[CH:32]=[CH:31][C:30]([C:33]([CH3:36])([CH3:35])[CH3:34])=[CH:29][CH:28]=2)[C:12]2[CH:17]=[CH:16][C:15]([O:18][CH2:19][C:20]([F:23])([F:22])[F:21])=[CH:14][N:13]=2)[N:8]=[N:7]1)C.[Li+].[BH4-].Cl.[OH-].[Na+]. Product: [C:33]([C:30]1[CH:31]=[CH:32][C:27]([CH2:26][C:25]([NH:24][C@@H:11]([C:9]2[N:8]=[N:7][N:6]([CH2:5][CH2:4][OH:3])[CH:10]=2)[C:12]2[CH:17]=[CH:16][C:15]([O:18][CH2:19][C:20]([F:22])([F:23])[F:21])=[CH:14][N:13]=2)=[O:37])=[CH:28][CH:29]=1)([CH3:36])([CH3:34])[CH3:35]. The catalyst class is: 1. (7) Reactant: [C:1]([C:3]1[CH:8]=[CH:7][C:6]([N:9]([CH2:14][CH:15]2[CH2:17][CH2:16]2)[CH2:10][C:11]([OH:13])=O)=[CH:5][C:4]=1[C:18]([F:21])([F:20])[F:19])#[N:2].[NH:22]=[C:23]=N.CN. Product: [C:1]([C:3]1[CH:8]=[CH:7][C:6]([N:9]([CH2:14][CH:15]2[CH2:17][CH2:16]2)[CH2:10][C:11]([NH:22][CH3:23])=[O:13])=[CH:5][C:4]=1[C:18]([F:21])([F:20])[F:19])#[N:2]. The catalyst class is: 2. (8) Reactant: [F:1][CH:2]([CH3:27])[CH2:3][N:4]1[CH2:9][CH2:8][CH:7]([CH2:10][O:11][C:12]2[CH:17]=[CH:16][C:15]([C:18]3[CH:23]=[CH:22][C:21]([C:24](O)=[O:25])=[CH:20][CH:19]=3)=[CH:14][CH:13]=2)[CH2:6][CH2:5]1.Cl.[CH3:29][NH:30][CH3:31].C1CN([P+](ON2N=NC3C=CC=CC2=3)(N2CCCC2)N2CCCC2)CC1.F[P-](F)(F)(F)(F)F.CCN(C(C)C)C(C)C. Product: [F:1][CH:2]([CH3:27])[CH2:3][N:4]1[CH2:5][CH2:6][CH:7]([CH2:10][O:11][C:12]2[CH:17]=[CH:16][C:15]([C:18]3[CH:23]=[CH:22][C:21]([C:24]([N:30]([CH3:31])[CH3:29])=[O:25])=[CH:20][CH:19]=3)=[CH:14][CH:13]=2)[CH2:8][CH2:9]1. The catalyst class is: 34.